The task is: Regression. Given a peptide amino acid sequence and an MHC pseudo amino acid sequence, predict their binding affinity value. This is MHC class I binding data.. This data is from Peptide-MHC class I binding affinity with 185,985 pairs from IEDB/IMGT. (1) The peptide sequence is KYQLKHIVW. The MHC is HLA-B15:01 with pseudo-sequence HLA-B15:01. The binding affinity (normalized) is 0.349. (2) The peptide sequence is ATPYDINQML. The MHC is Mamu-B08 with pseudo-sequence Mamu-B08. The binding affinity (normalized) is 0. (3) The peptide sequence is TVLEFILQK. The MHC is HLA-A31:01 with pseudo-sequence HLA-A31:01. The binding affinity (normalized) is 0.558. (4) The peptide sequence is IVDYVTAYG. The MHC is HLA-B27:05 with pseudo-sequence HLA-B27:05. The binding affinity (normalized) is 0.0847. (5) The binding affinity (normalized) is 0.0847. The peptide sequence is LMPLARFWL. The MHC is HLA-A03:01 with pseudo-sequence HLA-A03:01. (6) The peptide sequence is AFVRFSTDK. The MHC is HLA-B53:01 with pseudo-sequence HLA-B53:01. The binding affinity (normalized) is 0.